Dataset: Peptide-MHC class I binding affinity with 185,985 pairs from IEDB/IMGT. Task: Regression. Given a peptide amino acid sequence and an MHC pseudo amino acid sequence, predict their binding affinity value. This is MHC class I binding data. The peptide sequence is RIYKRSLKL. The MHC is HLA-A02:11 with pseudo-sequence HLA-A02:11. The binding affinity (normalized) is 0.0847.